From a dataset of Forward reaction prediction with 1.9M reactions from USPTO patents (1976-2016). Predict the product of the given reaction. (1) Given the reactants [F:1][C:2]1[CH:3]=[CH:4][C:5]([O:13][CH3:14])=[C:6]([CH2:8][CH2:9][CH2:10][CH:11]=O)[CH:7]=1.OS(O)(=O)=O.C[C:21](C)=[O:22], predict the reaction product. The product is: [F:1][C:2]1[CH:3]=[CH:4][C:5]([O:13][CH3:14])=[C:6]([CH2:8][CH2:9][CH2:10][CH2:11][CH:21]=[O:22])[CH:7]=1. (2) Given the reactants [F:1][C:2]([F:7])([F:6])[C:3]([OH:5])=[O:4].ClC1C=C2C(=C(C(OCC3(C4C=CC(F)=CC=4)CCN(C)CC3)C(OC)=O)C=1)NN=C2.[Cl:39][C:40]1[CH:41]=[C:42]2[C:46](=[C:47]([CH:49]([O:55][CH2:56][C:57]3([C:70]4[CH:75]=[CH:74][C:73]([F:76])=[CH:72][CH:71]=4)[CH2:62][CH2:61][N:60]([C:63](OC(C)(C)C)=O)[CH2:59][CH2:58]3)[C:50]([N:52]([CH3:54])[CH3:53])=[O:51])[CH:48]=1)[NH:45][N:44]=[CH:43]2, predict the reaction product. The product is: [F:1][C:2]([F:7])([F:6])[C:3]([OH:5])=[O:4].[Cl:39][C:40]1[CH:41]=[C:42]2[C:46](=[C:47]([CH:49]([O:55][CH2:56][C:57]3([C:70]4[CH:71]=[CH:72][C:73]([F:76])=[CH:74][CH:75]=4)[CH2:58][CH2:59][N:60]([CH3:63])[CH2:61][CH2:62]3)[C:50]([N:52]([CH3:53])[CH3:54])=[O:51])[CH:48]=1)[NH:45][N:44]=[CH:43]2.